From a dataset of HIV replication inhibition screening data with 41,000+ compounds from the AIDS Antiviral Screen. Binary Classification. Given a drug SMILES string, predict its activity (active/inactive) in a high-throughput screening assay against a specified biological target. (1) The compound is CCOC(=O)c1cccnc1C(OC(C)=O)OC(C)=O. The result is 0 (inactive). (2) The compound is O=C1CC(CC(O)C(O)C(O)CO)CC(=O)N1. The result is 0 (inactive).